From a dataset of Full USPTO retrosynthesis dataset with 1.9M reactions from patents (1976-2016). Predict the reactants needed to synthesize the given product. (1) Given the product [CH3:1][N:2]([CH3:13])[C:3]1[CH:8]=[CH:7][N:6]=[C:5]([CH2:9][OH:10])[N:4]=1, predict the reactants needed to synthesize it. The reactants are: [CH3:1][N:2]([CH3:13])[C:3]1[CH:8]=[CH:7][N:6]=[C:5]([C:9](OC)=[O:10])[N:4]=1.[BH4-].[Na+]. (2) Given the product [CH:28]1[C:15]2[NH:16][C:17]3[C:13](=[CH:12][CH:11]=[CH:10][CH:18]=3)[C:14]=2[CH:26]=[CH:30][CH:29]=1, predict the reactants needed to synthesize it. The reactants are: C(N1[C:11]2=[CH:12][C:13]3[C:17](=[CH:18][C:10]2=C(C2SC(Br)=CC=2)C1=O)[N:16](CCCCCC)[C:15](=O)[C:14]=3[C:26]1S[C:28](Br)=[CH:29][CH:30]=1)CCCCC.[O-]P([O-])([O-])=O.[K+].[K+].[K+].C1(C)C=CC=CC=1.O.BrC1SC=CC=1. (3) Given the product [OH:1][C:5]1[C:4]2[C:15](=[O:13])/[C:16](=[CH:3]/[C:4]3[CH:9]=[CH:8][C:7]([O:10][CH3:11])=[CH:6][CH:5]=3)/[O:17][C:18]=2[CH:19]=[C:7]([OH:10])[CH:6]=1, predict the reactants needed to synthesize it. The reactants are: [OH-:1].[K+].[CH:3](=O)[C:4]1[CH:9]=[CH:8][C:7]([O:10][CH3:11])=[CH:6][CH:5]=1.[OH2:13].Cl.[CH3:15][CH2:16][O:17][CH2:18][CH3:19]. (4) Given the product [Cl:3][CH2:12][CH2:11][CH2:10][C:6]1[S:5][CH:9]=[CH:8][CH:7]=1, predict the reactants needed to synthesize it. The reactants are: S(Cl)([Cl:3])=O.[S:5]1[CH:9]=[CH:8][CH:7]=[C:6]1[CH2:10][CH2:11][CH2:12]O. (5) Given the product [C:7]([C:6](=[CH:9][CH:10]([CH3:12])[CH3:11])[C:4]([O:3][CH2:2][CH3:1])=[O:5])#[N:8], predict the reactants needed to synthesize it. The reactants are: [CH3:1][CH2:2][O:3][C:4]([CH2:6][C:7]#[N:8])=[O:5].[CH:9](=O)[CH:10]([CH3:12])[CH3:11]. (6) The reactants are: [H-].[Na+].C(COC)OC.[OH:9][C:10]1[CH:11]=[N:12][CH:13]=[CH:14][CH:15]=1.[CH3:16][Si:17]([CH3:24])([CH3:23])[CH2:18][CH2:19][O:20][CH2:21]Cl. Given the product [CH3:16][Si:17]([CH3:24])([CH3:23])[CH2:18][CH2:19][O:20][CH2:21][O:9][C:10]1[CH:11]=[N:12][CH:13]=[CH:14][CH:15]=1, predict the reactants needed to synthesize it. (7) Given the product [Si:26]([O:25][C@H:17]([C:18]1[CH:19]=[CH:20][C:21]([F:24])=[CH:22][CH:23]=1)[CH2:16][CH2:15][C@@H:14]1[C@@H:11]([C:10]2[CH:9]=[CH:8][C:7]([C:40]3[CH:45]=[CH:44][CH:43]=[C:42]([OH:46])[CH:41]=3)=[CH:6][C:5]=2[OH:4])[N:12]([C:34]2[CH:35]=[CH:36][CH:37]=[CH:38][CH:39]=2)[C:13]1=[O:33])([C:29]([CH3:32])([CH3:31])[CH3:30])([CH3:28])[CH3:27], predict the reactants needed to synthesize it. The reactants are: C([O:4][C:5]1[CH:6]=[C:7]([C:40]2[CH:45]=[CH:44][CH:43]=[C:42]([OH:46])[CH:41]=2)[CH:8]=[CH:9][C:10]=1[C@@H:11]1[C@@H:14]([CH2:15][CH2:16][C@H:17]([O:25][Si:26]([C:29]([CH3:32])([CH3:31])[CH3:30])([CH3:28])[CH3:27])[C:18]2[CH:23]=[CH:22][C:21]([F:24])=[CH:20][CH:19]=2)[C:13](=[O:33])[N:12]1[C:34]1[CH:39]=[CH:38][CH:37]=[CH:36][CH:35]=1)(=O)C.O.C(N(CC)CC)C.C1(C)C=CC=CC=1. (8) Given the product [ClH:42].[OH:7][CH2:8][CH2:9][CH2:10][CH2:11][O:12][C:13]1[CH:18]=[CH:17][C:16]([C:19]2[CH:20]=[CH:21][C:22]([C:25]3[CH:34]=[C:33]([N:35]4[C:39](=[O:40])[CH2:38][NH:37][C:36]4=[S:41])[C:32]4[C:27](=[CH:28][CH:29]=[N:30][CH:31]=4)[N:26]=3)=[CH:23][CH:24]=2)=[CH:15][CH:14]=1, predict the reactants needed to synthesize it. The reactants are: O1CCCCC1[O:7][CH2:8][CH2:9][CH2:10][CH2:11][O:12][C:13]1[CH:18]=[CH:17][C:16]([C:19]2[CH:24]=[CH:23][C:22]([C:25]3[CH:34]=[C:33]([N:35]4[C:39](=[O:40])[CH2:38][NH:37][C:36]4=[S:41])[C:32]4[C:27](=[CH:28][CH:29]=[N:30][CH:31]=4)[N:26]=3)=[CH:21][CH:20]=2)=[CH:15][CH:14]=1.[ClH:42]. (9) Given the product [CH3:1][O:2][C:3]1[CH:4]=[C:5]2[C:10](=[CH:11][C:12]=1[O:13][CH2:14][CH2:15][CH2:16][N:19]1[CH2:24][CH2:23][O:22][CH2:21][CH2:20]1)[N:9]=[CH:8][NH:7][C:6]2=[O:18], predict the reactants needed to synthesize it. The reactants are: [CH3:1][O:2][C:3]1[CH:4]=[C:5]2[C:10](=[CH:11][C:12]=1[O:13][CH2:14][CH2:15][CH2:16]Cl)[N:9]=[CH:8][NH:7][C:6]2=[O:18].[NH:19]1[CH2:24][CH2:23][O:22][CH2:21][CH2:20]1. (10) Given the product [N+:10]([C:13]1[CH:20]=[CH:19][CH:18]=[C:17]([O:1][CH2:2][CH2:3][N:4]2[CH2:8][CH2:7][CH2:6][C:5]2=[O:9])[C:14]=1[C:15]#[N:16])([O-:12])=[O:11], predict the reactants needed to synthesize it. The reactants are: [OH:1][CH2:2][CH2:3][N:4]1[CH2:8][CH2:7][CH2:6][C:5]1=[O:9].[N+:10]([C:13]1[CH:20]=[CH:19][CH:18]=[C:17]([N+]([O-])=O)[C:14]=1[C:15]#[N:16])([O-:12])=[O:11].